From a dataset of Forward reaction prediction with 1.9M reactions from USPTO patents (1976-2016). Predict the product of the given reaction. (1) Given the reactants [B:1]([C:4]1[CH:12]=[CH:11][C:7]([C:8]([OH:10])=O)=[C:6]([F:13])[CH:5]=1)([OH:3])[OH:2].C(N(CC)C(C)C)(C)C.F[P-](F)(F)(F)(F)F.N1(OC(N(C)C)=[N+](C)C)C2N=CC=CC=2N=N1.Cl.[F:48][C:49]1([F:54])[CH2:53][CH2:52][NH:51][CH2:50]1.Cl, predict the reaction product. The product is: [F:48][C:49]1([F:54])[CH2:53][CH2:52][N:51]([C:8]([C:7]2[CH:11]=[CH:12][C:4]([B:1]([OH:2])[OH:3])=[CH:5][C:6]=2[F:13])=[O:10])[CH2:50]1. (2) Given the reactants [CH3:1][C:2]1[CH:7]=[C:6]([CH3:8])[N:5]=[C:4]([N:9]2[CH2:16][CH:15]3[CH:11]([CH2:12][NH:13][CH2:14]3)[CH2:10]2)[N:3]=1.CC(O)=O.[CH3:21][C:22]1[CH:30]=[CH:29][C:28]([CH3:31])=[CH:27][C:23]=1[C:24](O)=[O:25], predict the reaction product. The product is: [CH3:21][C:22]1[CH:30]=[CH:29][C:28]([CH3:31])=[CH:27][C:23]=1[C:24]([N:13]1[CH2:14][CH:15]2[CH:11]([CH2:10][N:9]([C:4]3[N:5]=[C:6]([CH3:8])[CH:7]=[C:2]([CH3:1])[N:3]=3)[CH2:16]2)[CH2:12]1)=[O:25]. (3) Given the reactants [CH:1]1([N:4]([CH2:18][CH2:19][O:20][CH2:21][C:22](O)=[O:23])[S:5]([C:8]2[C:13]([CH3:14])=[CH:12][C:11]([O:15][CH3:16])=[CH:10][C:9]=2[CH3:17])(=[O:7])=[O:6])[CH2:3][CH2:2]1.C(N(C(C)C)CC)(C)C.C1C=CC2N(O)N=NC=2C=1.CCN=C=NCCCN(C)C.[CH:55]1([N:58]2[CH2:63][CH2:62][N:61]([C:64]3([CH2:70][N:71]4[CH2:79][C:78]5[C:73](=[CH:74][CH:75]=[CH:76][CH:77]=5)[C:72]4=[O:80])[CH2:69][CH2:68][NH:67][CH2:66][CH2:65]3)[CH2:60][CH2:59]2)[CH2:57][CH2:56]1, predict the reaction product. The product is: [CH:1]1([N:4]([CH2:18][CH2:19][O:20][CH2:21][C:22]([N:67]2[CH2:66][CH2:65][C:64]([N:61]3[CH2:62][CH2:63][N:58]([CH:55]4[CH2:56][CH2:57]4)[CH2:59][CH2:60]3)([CH2:70][N:71]3[CH2:79][C:78]4[C:73](=[CH:74][CH:75]=[CH:76][CH:77]=4)[C:72]3=[O:80])[CH2:69][CH2:68]2)=[O:23])[S:5]([C:8]2[C:9]([CH3:17])=[CH:10][C:11]([O:15][CH3:16])=[CH:12][C:13]=2[CH3:14])(=[O:7])=[O:6])[CH2:2][CH2:3]1. (4) Given the reactants [O:1]=[C:2]1[CH2:10][C:9]2[C:4](=[CH:5][C:6]([C:11]#[N:12])=[CH:7][CH:8]=2)[NH:3]1.[Cl:13][C:14]1[N:19]=[CH:18][C:17]([S:20]([N:23]2[CH2:28][CH2:27][N:26]([CH2:29][CH2:30][N:31]([CH3:33])[CH3:32])[CH2:25][CH2:24]2)(=[O:22])=[O:21])=[CH:16][CH:15]=1, predict the reaction product. The product is: [ClH:13].[CH3:32][N:31]([CH3:33])[CH2:30][CH2:29][N:26]1[CH2:27][CH2:28][N:23]([S:20]([C:17]2[CH:16]=[CH:15][C:14]([C:10]3[C:9]4[C:4](=[CH:5][C:6]([C:11]#[N:12])=[CH:7][CH:8]=4)[NH:3][C:2]=3[OH:1])=[N:19][CH:18]=2)(=[O:21])=[O:22])[CH2:24][CH2:25]1. (5) Given the reactants C([N:3]([CH:18](OC)[C:19](C)(C)C)[C:4](=[O:17])[C:5]1[C:10]([Si:11]([CH3:14])([CH3:13])[CH3:12])=[CH:9][C:8](Br)=[CH:7][C:6]=1[Cl:16])C.[C:25](=O)=[O:26].CC(C)=O.[Li]CCCC.CN(C=O)C.C([O-])(O)=O.[Na+], predict the reaction product. The product is: [Cl:16][C:6]1[CH:7]=[C:8]([CH:25]=[O:26])[CH:9]=[C:10]([Si:11]([CH3:12])([CH3:13])[CH3:14])[C:5]=1[C:4]([NH:3][CH2:18][CH3:19])=[O:17]. (6) Given the reactants [CH3:1][C@H:2]1[C@@H:6]([CH3:7])[N:5]([CH2:8][CH2:9][C:10]#[N:11])[C@H:4]([CH2:12][OH:13])[CH2:3]1.C(N(CC)[C:17](=[O:26])[C:18]1[CH:23]=[CH:22][CH:21]=[C:20]([CH3:24])[C:19]=1[CH3:25])C, predict the reaction product. The product is: [CH3:1][C@H:2]1[C@@H:6]([CH3:7])[N:5]([CH2:8][CH2:9][C:10]2[NH:11][C:17](=[O:26])[C:18]3[C:19]([CH:25]=2)=[C:20]([CH3:24])[CH:21]=[CH:22][CH:23]=3)[C@H:4]([CH2:12][OH:13])[CH2:3]1. (7) Given the reactants [OH-].[Na+].[C:3]12([C:13](=[O:19])[CH2:14][S:15][C:16](=O)[CH3:17])[CH2:12][CH:7]3[CH2:8][CH:9]([CH2:11][CH:5]([CH2:6]3)[CH2:4]1)[CH2:10]2.ClCC1[CH:23]=[CH:24][C:25]([C:28]([F:31])([F:30])[F:29])=[N:26][CH:27]=1.CCN(CC)CC, predict the reaction product. The product is: [C:3]12([C:13](=[O:19])[CH2:14][S:15][CH2:16][C:17]3[CH:27]=[N:26][C:25]([C:28]([F:31])([F:30])[F:29])=[CH:24][CH:23]=3)[CH2:12][CH:7]3[CH2:8][CH:9]([CH2:11][CH:5]([CH2:6]3)[CH2:4]1)[CH2:10]2.